Dataset: Catalyst prediction with 721,799 reactions and 888 catalyst types from USPTO. Task: Predict which catalyst facilitates the given reaction. (1) Reactant: Cl.[CH3:2][O:3][C:4](=[O:23])[C@H:5]([CH2:7][C:8]1[CH:13]=[CH:12][C:11]([C:14]2[C:15](=[O:22])[N:16]([CH3:21])[CH:17]=[CH:18][C:19]=2[CH3:20])=[CH:10][CH:9]=1)[NH2:6].[Cl:24][C:25]1[CH:33]=[CH:32][CH:31]=[C:30]([Cl:34])[C:26]=1[C:27](Cl)=[O:28].CCN(C(C)C)C(C)C. Product: [CH3:2][O:3][C:4](=[O:23])[C@H:5]([CH2:7][C:8]1[CH:9]=[CH:10][C:11]([C:14]2[C:15](=[O:22])[N:16]([CH3:21])[CH:17]=[CH:18][C:19]=2[CH3:20])=[CH:12][CH:13]=1)[NH:6][C:27]([C:26]1[C:25]([Cl:24])=[CH:33][CH:32]=[CH:31][C:30]=1[Cl:34])=[O:28]. The catalyst class is: 4. (2) Reactant: [CH3:1][N:2]1[CH2:7][CH2:6][CH2:5][CH2:4][C:3]1=O.[CH3:9][O:10][CH2:11][CH2:12][NH2:13].C(O[BH-](OC(=O)C)OC(=O)C)(=O)C.[Na+].C(O)(=O)C. Product: [CH3:9][O:10][CH2:11][CH2:12][NH:13][CH:5]1[CH2:6][CH2:7][N:2]([CH3:1])[CH2:3][CH2:4]1. The catalyst class is: 26. (3) Reactant: [F:1][C:2]1[C:11]([F:12])=[CH:10][C:5]([C:6]([NH:8][CH3:9])=[O:7])=[C:4]([N+:13]([O-])=O)[CH:3]=1.[H][H]. Product: [NH2:13][C:4]1[CH:3]=[C:2]([F:1])[C:11]([F:12])=[CH:10][C:5]=1[C:6]([NH:8][CH3:9])=[O:7]. The catalyst class is: 19. (4) Reactant: [C:1]([O:4][CH2:5][CH:6]([O:23][C:24](=[O:26])[CH3:25])[CH2:7][C:8]1[O:9][CH:10]=[C:11]([C:13]2[CH:18]=[CH:17][C:16]([C:19]([F:22])([F:21])[F:20])=[CH:15][CH:14]=2)[N:12]=1)(=[O:3])[CH3:2].C1C(=O)N([Br:34])C(=O)C1.C(=O)(O)[O-].[Na+]. Product: [C:1]([O:4][CH2:5][CH:6]([O:23][C:24](=[O:26])[CH3:25])[CH2:7][C:8]1[O:9][C:10]([Br:34])=[C:11]([C:13]2[CH:18]=[CH:17][C:16]([C:19]([F:22])([F:21])[F:20])=[CH:15][CH:14]=2)[N:12]=1)(=[O:3])[CH3:2]. The catalyst class is: 86. (5) Reactant: [Cl-:1].[OH:2][C:3]1[CH:8]=[CH:7][C:6]([CH2:9][C@H:10]([NH3+:15])[C:11]([O:13][CH3:14])=[O:12])=[CH:5][C:4]=1[O:16][C:17](=[O:20])[NH:18][CH3:19].[CH2:21]([O:23]CC)[CH3:22]. Product: [Cl-:1].[C:21]([O:2][C:3]1[CH:8]=[CH:7][C:6]([CH2:9][C@H:10]([NH3+:15])[C:11]([O:13][CH3:14])=[O:12])=[CH:5][C:4]=1[O:16][C:17](=[O:20])[NH:18][CH3:19])(=[O:23])[CH3:22]. The catalyst class is: 15. (6) Reactant: [N:1]([CH2:4][C:5]([C:7]1[CH:12]=[CH:11][C:10]([O:13][CH3:14])=[CH:9][C:8]=1[F:15])=[O:6])=[N+]=[N-].C1(P(C2C=CC=CC=2)C2C=CC=CC=2)C=CC=CC=1.C1(C)C=CC(S(O)(=O)=O)=CC=1. Product: [NH2:1][CH2:4][C:5]([C:7]1[CH:12]=[CH:11][C:10]([O:13][CH3:14])=[CH:9][C:8]=1[F:15])=[O:6]. The catalyst class is: 7. (7) Reactant: Br[C:2]1[C:7]([CH:8]=[O:9])=[CH:6][N:5]=[CH:4][CH:3]=1.[Cl:10][C:11]1[CH:16]=[CH:15][C:14](B(O)O)=[C:13]([F:20])[CH:12]=1.C(=O)([O-])[O-].[Cs+].[Cs+].C1COCC1. Product: [Cl:10][C:11]1[CH:16]=[CH:15][C:14]([C:2]2[C:7]([CH:8]=[O:9])=[CH:6][N:5]=[CH:4][CH:3]=2)=[C:13]([F:20])[CH:12]=1. The catalyst class is: 103. (8) Reactant: [Br:1][C:2]1[CH:3]=[CH:4][C:5]2[S:9](=[O:11])(=[O:10])[NH:8][C:7](=O)[C:6]=2[CH:13]=1. Product: [Br:1][C:2]1[CH:3]=[CH:4][C:5]2[S:9](=[O:10])(=[O:11])[NH:8][CH2:7][C:6]=2[CH:13]=1. The catalyst class is: 1. (9) Reactant: [F:1][C:2]([F:7])([F:6])[C:3](O)=O.[CH:8]([N:11]1[C:15]([C:16]2[N:25]=[C:24]3[N:18]([CH2:19][CH2:20][O:21][C:22]4[CH:29]=[C:28]([CH:30]5[CH2:35][CH2:34][NH:33][CH2:32][CH2:31]5)[CH:27]=[CH:26][C:23]=43)[CH:17]=2)=[N:14][CH:13]=[N:12]1)([CH3:10])[CH3:9].FC(F)(F)S(OCC(F)(F)F)(=O)=O. Product: [CH:8]([N:11]1[C:15]([C:16]2[N:25]=[C:24]3[C:23]4[CH:26]=[CH:27][C:28]([CH:30]5[CH2:35][CH2:34][N:33]([CH2:3][C:2]([F:7])([F:6])[F:1])[CH2:32][CH2:31]5)=[CH:29][C:22]=4[O:21][CH2:20][CH2:19][N:18]3[CH:17]=2)=[N:14][CH:13]=[N:12]1)([CH3:10])[CH3:9]. The catalyst class is: 1.